Dataset: Reaction yield outcomes from USPTO patents with 853,638 reactions. Task: Predict the reaction yield, written as a fraction of the theoretical maximum amount of product (1.0 means a 100% yield; for example, 0.34 means a 34% yield). The reactants are [OH:1][C@@H:2]1[CH2:5][C@H:4]([C:6]([O:8][CH2:9][CH3:10])=[O:7])[CH2:3]1.C([O-])([O-])=O.[K+].[K+].Br[CH2:18][C:19]1[CH:26]=[CH:25][C:22]([C:23]#[N:24])=[CH:21][CH:20]=1. The catalyst is CN(C=O)C. The product is [C:23]([C:22]1[CH:25]=[CH:26][C:19]([CH2:18][O:1][C@@H:2]2[CH2:5][C@H:4]([C:6]([O:8][CH2:9][CH3:10])=[O:7])[CH2:3]2)=[CH:20][CH:21]=1)#[N:24]. The yield is 0.950.